Dataset: Reaction yield outcomes from USPTO patents with 853,638 reactions. Task: Predict the reaction yield, written as a fraction of the theoretical maximum amount of product (1.0 means a 100% yield; for example, 0.34 means a 34% yield). (1) The catalyst is CCCC[N+](CCCC)(CCCC)CCCC.[Br-]. The product is [C:19]([C:3]1[C:2]([NH2:1])=[C:43]([CH:6]=[CH:5][CH:4]=1)[C:44]([OH:39])=[O:29])([O:21][C:22]([CH3:23])([CH3:24])[CH3:25])=[O:20]. The yield is 0.790. The reactants are [NH2:1][C:2]1C=C[C:5]([C:6](O)=O)=[CH:4][CH:3]=1.[CH3:23][C:22]([O:21][C:19](O[C:19]([O:21][C:22]([CH3:25])([CH3:24])[CH3:23])=[O:20])=[O:20])([CH3:25])[CH3:24].C(O)(=O)CC(CC(O)=O)(C(O)=O)[OH:29].[O:39]1[CH2:44][CH2:43]OCC1. (2) The reactants are [CH2:1]([O:8][C:9]1[CH:10]=[C:11]([C:23](OCC)=[O:24])[N:12]=[N:13][C:14]=1[O:15][CH2:16][C:17]1[CH:22]=[CH:21][CH:20]=[CH:19][CH:18]=1)[C:2]1[CH:7]=[CH:6][CH:5]=[CH:4][CH:3]=1.[H-].C([Al+]CC(C)C)C(C)C. The catalyst is C1COCC1. The product is [CH2:1]([O:8][C:9]1[CH:10]=[C:11]([CH:23]=[O:24])[N:12]=[N:13][C:14]=1[O:15][CH2:16][C:17]1[CH:22]=[CH:21][CH:20]=[CH:19][CH:18]=1)[C:2]1[CH:7]=[CH:6][CH:5]=[CH:4][CH:3]=1. The yield is 0.870. (3) The reactants are [CH3:1][O:2][C:3]([C:5]1[CH:6]=[C:7]([CH:11]=[CH:12][CH:13]=1)[C:8](O)=[O:9])=[O:4].C(Cl)(=O)C([Cl:17])=O.CN(C)C=O. The catalyst is ClCCl. The product is [Cl:17][C:8]([C:7]1[CH:6]=[C:5]([CH:13]=[CH:12][CH:11]=1)[C:3]([O:2][CH3:1])=[O:4])=[O:9]. The yield is 0.870. (4) The reactants are [C:7](O[C:7]([O:9][CH2:10][CH3:11])=[O:8])(=[O:8])[O:9][CH2:10][CH3:11].[NH2:12][C:13]1[C:18]([CH:19]=[O:20])=[CH:17][CH:16]=[CH:15][N:14]=1. The catalyst is C1C=CC=CC=1. The product is [CH:19]([C:18]1[C:13]([NH:12][C:7](=[O:8])[O:9][CH2:10][CH3:11])=[N:14][CH:15]=[CH:16][CH:17]=1)=[O:20]. The yield is 0.580. (5) The reactants are [CH3:1][O:2][C:3]1[CH:4]=[C:5]2[C:10](=[CH:11][C:12]=1[OH:13])[N:9]=[CH:8][CH:7]=[C:6]2[O:14][C:15]1[C:16]([C:23]2[CH:28]=[CH:27][C:26]([CH3:29])=[CH:25][N:24]=2)=[N:17][C:18]([CH3:22])=[C:19]([CH3:21])[CH:20]=1.C(=O)([O-])[O-].[K+].[K+].Br[CH2:37][CH2:38][CH2:39][OH:40]. The catalyst is CN(C)C=O. The product is [CH3:1][O:2][C:3]1[CH:4]=[C:5]2[C:10](=[CH:11][C:12]=1[O:13][CH2:37][CH2:38][CH2:39][OH:40])[N:9]=[CH:8][CH:7]=[C:6]2[O:14][C:15]1[C:16]([C:23]2[CH:28]=[CH:27][C:26]([CH3:29])=[CH:25][N:24]=2)=[N:17][C:18]([CH3:22])=[C:19]([CH3:21])[CH:20]=1. The yield is 0.460. (6) The reactants are [Cl-].[CH3:2][O:3][C:4](=[O:14])[C:5]1[CH:13]=[CH:12][C:8]([C:9]([OH:11])=O)=[CH:7][CH:6]=1.[NH2:15][C:16]1[CH:17]=[C:18]([CH:21]=[C:22]([Br:25])[C:23]=1O)[C:19]#[N:20]. The catalyst is O1CCOCC1. The product is [Br:25][C:22]1[C:23]2[O:11][C:9]([C:8]3[CH:7]=[CH:6][C:5]([C:4]([O:3][CH3:2])=[O:14])=[CH:13][CH:12]=3)=[N:15][C:16]=2[CH:17]=[C:18]([C:19]#[N:20])[CH:21]=1. The yield is 0.830.